From a dataset of Full USPTO retrosynthesis dataset with 1.9M reactions from patents (1976-2016). Predict the reactants needed to synthesize the given product. (1) Given the product [F:19][C:20]1([F:30])[CH2:21][CH2:22][C:23]([CH2:28][NH:29][C:15]([C:4]2[C:3]3[C:7](=[CH:8][CH:9]=[CH:10][C:2]=3[Cl:1])[N:6]([CH2:11][CH2:12][O:13][CH3:14])[CH:5]=2)=[O:17])([O:26][CH3:27])[CH2:24][CH2:25]1, predict the reactants needed to synthesize it. The reactants are: [Cl:1][C:2]1[CH:10]=[CH:9][CH:8]=[C:7]2[C:3]=1[C:4]([C:15]([OH:17])=O)=[CH:5][N:6]2[CH2:11][CH2:12][O:13][CH3:14].Cl.[F:19][C:20]1([F:30])[CH2:25][CH2:24][C:23]([CH2:28][NH2:29])([O:26][CH3:27])[CH2:22][CH2:21]1.C(Cl)CCl.N1(O)C2C=CC=CC=2N=N1.CCN(C(C)C)C(C)C. (2) Given the product [CH3:1][O:2][CH2:3][C@H:4]([CH3:52])[CH2:5][O:6][CH2:7][C:8]1[CH:9]=[CH:10][C:11]([C@@H:14]2[C@@H:19]([O:20][CH2:21][C:22]3[CH:23]=[CH:24][C:25]4[O:30][CH2:29][CH2:28][N:27]([CH2:31][CH2:32][CH2:33][O:34][CH3:35])[C:26]=4[CH:36]=3)[CH2:18][N:17]([S:37]([C:40]3[CH:41]=[CH:42][C:43]([CH3:46])=[CH:44][CH:45]=3)(=[O:39])=[O:38])[C@@H:16]([CH2:47][C:48]([NH:51][C:60](=[O:62])[CH3:61])([CH3:49])[CH3:50])[CH2:15]2)=[CH:12][CH:13]=1, predict the reactants needed to synthesize it. The reactants are: [CH3:1][O:2][CH2:3][C@H:4]([CH3:52])[CH2:5][O:6][CH2:7][C:8]1[CH:13]=[CH:12][C:11]([C@@H:14]2[C@@H:19]([O:20][CH2:21][C:22]3[CH:23]=[CH:24][C:25]4[O:30][CH2:29][CH2:28][N:27]([CH2:31][CH2:32][CH2:33][O:34][CH3:35])[C:26]=4[CH:36]=3)[CH2:18][N:17]([S:37]([C:40]3[CH:45]=[CH:44][C:43]([CH3:46])=[CH:42][CH:41]=3)(=[O:39])=[O:38])[C@@H:16]([CH2:47][C:48]([NH2:51])([CH3:50])[CH3:49])[CH2:15]2)=[CH:10][CH:9]=1.CCN(CC)CC.[C:60](Cl)(=[O:62])[CH3:61].